The task is: Predict which catalyst facilitates the given reaction.. This data is from Catalyst prediction with 721,799 reactions and 888 catalyst types from USPTO. (1) The catalyst class is: 409. Product: [C:26]([C:23]1[C:24]([Cl:25])=[C:20]([C:18]2[NH:14][C:13]3[C:8]([N:5]4[CH2:4][CH2:3][N:2]([CH3:1])[CH2:7][CH2:6]4)=[N:9][C:10]([C:31]4[CH:36]=[CH:35][CH:34]=[CH:33][C:32]=4[C:37]([F:39])([F:40])[F:38])=[CH:11][C:12]=3[N:17]=2)[N:21]([CH3:30])[N:22]=1)([CH3:28])([CH3:27])[CH3:29]. Reactant: [CH3:1][N:2]1[CH2:7][CH2:6][N:5]([C:8]2[C:13]([N+:14]([O-])=O)=[C:12]([NH:17][C:18]([C:20]3[N:21]([CH3:30])[N:22]=[C:23]([C:26]([CH3:29])([CH3:28])[CH3:27])[C:24]=3[Cl:25])=O)[CH:11]=[C:10]([C:31]3[CH:36]=[CH:35][CH:34]=[CH:33][C:32]=3[C:37]([F:40])([F:39])[F:38])[N:9]=2)[CH2:4][CH2:3]1. (2) Reactant: [Cl:1][C:2]1[CH:7]=[CH:6][CH:5]=[C:4]([Cl:8])[C:3]=1[N:9]1[C:13]([CH2:14][OH:15])=[C:12]([CH:16]([CH3:18])[CH3:17])[N:11]=[N:10]1.[Br:19][C:20]1[CH:25]=[CH:24][C:23](O)=[CH:22][C:21]=1[CH3:27].C(P(CCCC)CCCC)CCC. Product: [Br:19][C:20]1[CH:25]=[CH:24][C:23]([O:15][CH2:14][C:13]2[N:9]([C:3]3[C:4]([Cl:8])=[CH:5][CH:6]=[CH:7][C:2]=3[Cl:1])[N:10]=[N:11][C:12]=2[CH:16]([CH3:18])[CH3:17])=[CH:22][C:21]=1[CH3:27]. The catalyst class is: 11. (3) Reactant: [NH2:1][C:2]1[N:7]=[C:6]([N:8]2[CH2:20][CH2:19][C:11]3([CH2:15][C@@H:14]([C:16]([OH:18])=[O:17])[NH:13][CH2:12]3)[CH2:10][CH2:9]2)[CH:5]=[C:4]([O:21][C@H:22]([C:27]2[CH:32]=[CH:31][C:30]([Cl:33])=[CH:29][C:28]=2[N:34]2[CH:38]=[CH:37][C:36]([CH3:39])=[N:35]2)[C:23]([F:26])([F:25])[F:24])[N:3]=1.O.C1(C)C=CC(S(O)(=O)=O)=CC=1.[CH2:52](O)[CH2:53][CH2:54][CH2:55][CH2:56][CH2:57][CH2:58][CH3:59]. Product: [NH2:1][C:2]1[N:7]=[C:6]([N:8]2[CH2:20][CH2:19][C:11]3([CH2:12][NH:13][C@H:14]([C:16]([O:18][CH2:52][CH2:53][CH2:54][CH2:55][CH2:56][CH2:57][CH2:58][CH3:59])=[O:17])[CH2:15]3)[CH2:10][CH2:9]2)[CH:5]=[C:4]([O:21][C@H:22]([C:27]2[CH:32]=[CH:31][C:30]([Cl:33])=[CH:29][C:28]=2[N:34]2[CH:38]=[CH:37][C:36]([CH3:39])=[N:35]2)[C:23]([F:25])([F:24])[F:26])[N:3]=1. The catalyst class is: 11.